This data is from Full USPTO retrosynthesis dataset with 1.9M reactions from patents (1976-2016). The task is: Predict the reactants needed to synthesize the given product. (1) Given the product [F:1][C:2]1[CH:3]=[CH:4][C:5]2=[C:6]([CH:33]=1)[O:7][CH2:8][C:9]1[C:31]([F:32])=[CH:30][CH:29]=[CH:28][C:10]=1/[C:11]/2=[CH:12]\[C:13]1[CH:18]=[CH:17][C:16]2[N:19]([CH:20]3[CH2:23][N:22]([CH3:24])[CH2:21]3)/[C:48](=[N:49]/[C:50]#[N:51])/[NH:25][C:15]=2[CH:14]=1, predict the reactants needed to synthesize it. The reactants are: [F:1][C:2]1[CH:3]=[CH:4][C:5]2=[C:6]([CH:33]=1)[O:7][CH2:8][C:9]1[C:31]([F:32])=[CH:30][CH:29]=[CH:28][C:10]=1/[C:11]/2=[CH:12]\[C:13]1[CH:18]=[CH:17][C:16]([NH:19][CH:20]2[CH2:23][N:22]([CH3:24])[CH2:21]2)=[C:15]([N+:25]([O-])=O)[CH:14]=1.C(N(CC)CC)C.C1C=CC(O[C:48](OC2C=CC=CC=2)=[N:49][C:50]#[N:51])=CC=1. (2) Given the product [Cl:29][C:30]1[CH:35]=[CH:34][CH:33]=[CH:32][C:31]=1[C:2]1[C:3]2[CH:10]=[C:9]([CH2:11][O:12][C:13]3[CH:18]=[CH:17][C:16]([C@@H:19]([C:26]#[C:27][CH3:28])[CH2:20][C:21]([O:23][CH2:24][CH3:25])=[O:22])=[CH:15][CH:14]=3)[CH:8]=[CH:7][C:4]=2[S:5][CH:6]=1, predict the reactants needed to synthesize it. The reactants are: Br[C:2]1[C:3]2[CH:10]=[C:9]([CH2:11][O:12][C:13]3[CH:18]=[CH:17][C:16]([C@@H:19]([C:26]#[C:27][CH3:28])[CH2:20][C:21]([O:23][CH2:24][CH3:25])=[O:22])=[CH:15][CH:14]=3)[CH:8]=[CH:7][C:4]=2[S:5][CH:6]=1.[Cl:29][C:30]1[CH:35]=[CH:34][CH:33]=[CH:32][C:31]=1B(O)O.C([O-])([O-])=O.[Cs+].[Cs+].